This data is from Peptide-MHC class II binding affinity with 134,281 pairs from IEDB. The task is: Regression. Given a peptide amino acid sequence and an MHC pseudo amino acid sequence, predict their binding affinity value. This is MHC class II binding data. (1) The peptide sequence is LALARAQRMQTARVL. The MHC is HLA-DPA10103-DPB10401 with pseudo-sequence HLA-DPA10103-DPB10401. The binding affinity (normalized) is 0.288. (2) The peptide sequence is AAATAGTTVYGDFAA. The MHC is HLA-DQA10102-DQB10602 with pseudo-sequence HLA-DQA10102-DQB10602. The binding affinity (normalized) is 0.604.